Dataset: Full USPTO retrosynthesis dataset with 1.9M reactions from patents (1976-2016). Task: Predict the reactants needed to synthesize the given product. (1) Given the product [F:9][C:6]1[CH:7]=[CH:8][C:3]([C:1]([N:2]2[CH2:29][CH2:28][O:27][CH2:26][CH2:25]2)=[O:23])=[N:4][CH:5]=1, predict the reactants needed to synthesize it. The reactants are: [C:1]([C:3]1[CH:8]=[CH:7][C:6]([F:9])=[CH:5][N:4]=1)#[N:2].C(Cl)CCl.C1C=CC2N([OH:23])N=NC=2C=1.N1[CH2:29][CH2:28][O:27][CH2:26][CH2:25]1.C(N(CC)CC)C. (2) Given the product [F:1][C:2]([F:7])([F:6])[C:3]([OH:5])=[O:4].[F:8][C:9]([F:14])([F:13])[C:10]([OH:12])=[O:11].[F:15][C:16]([F:21])([F:20])[C:17]([OH:19])=[O:18].[Cl:29][C:30]1[CH:31]=[N:32][C:33]2[NH:34][C:35]3[CH:36]=[N:37][CH:38]=[C:39]([CH:60]=3)[CH2:40][CH2:41][C:42]3[CH:50]=[C:46]([NH:47][C:48]=1[N:49]=2)[CH:45]=[CH:44][C:43]=3[NH:51][CH2:52][CH2:53][CH:54]1[CH2:55][CH2:56][N:57]([S:68]([C:63]2[CH:64]=[CH:65][CH:66]=[CH:67][C:62]=2[F:61])(=[O:70])=[O:69])[CH2:58][CH2:59]1, predict the reactants needed to synthesize it. The reactants are: [F:1][C:2]([F:7])([F:6])[C:3]([OH:5])=[O:4].[F:8][C:9]([F:14])([F:13])[C:10]([OH:12])=[O:11].[F:15][C:16]([F:21])([F:20])[C:17]([OH:19])=[O:18].FC(F)(F)C(O)=O.[Cl:29][C:30]1[CH:31]=[N:32][C:33]2[NH:34][C:35]3[CH:36]=[N:37][CH:38]=[C:39]([CH:60]=3)[CH2:40][CH2:41][C:42]3[CH:50]=[C:46]([NH:47][C:48]=1[N:49]=2)[CH:45]=[CH:44][C:43]=3[NH:51][CH2:52][CH2:53][CH:54]1[CH2:59][CH2:58][NH:57][CH2:56][CH2:55]1.[F:61][C:62]1[CH:67]=[CH:66][CH:65]=[CH:64][C:63]=1[S:68](Cl)(=[O:70])=[O:69]. (3) Given the product [O:8]1[CH2:9][CH2:10][N:5]([CH2:4][CH2:3][O:18][C:19]2[C:27]3[C:22](=[CH:23][CH:24]=[C:25]([N+:28]([O-:30])=[O:29])[CH:26]=3)[N:21]([C:31]([O:33][CH2:34][CH3:35])=[O:32])[N:20]=2)[CH2:6][CH2:7]1, predict the reactants needed to synthesize it. The reactants are: Cl.Cl[CH2:3][CH2:4][N:5]1[CH2:10][CH2:9][O:8][CH2:7][CH2:6]1.C(N(CC)CC)C.[OH:18][C:19]1[C:27]2[C:22](=[CH:23][CH:24]=[C:25]([N+:28]([O-:30])=[O:29])[CH:26]=2)[N:21]([C:31]([O:33][CH2:34][CH3:35])=[O:32])[N:20]=1.C([O-])(O)=O.[Na+]. (4) The reactants are: O=C1C2C(=CC=CC=2)C(=O)[N:3]1[CH2:12][CH2:13][N:14]1[CH2:19][CH2:18][CH:17]([C:20]2[CH:21]=[C:22]([NH:26][C:27](=[O:29])[CH3:28])[CH:23]=[CH:24][CH:25]=2)[CH2:16][CH2:15]1. Given the product [NH2:3][CH2:12][CH2:13][N:14]1[CH2:19][CH2:18][CH:17]([C:20]2[CH:21]=[C:22]([NH:26][C:27](=[O:29])[CH3:28])[CH:23]=[CH:24][CH:25]=2)[CH2:16][CH2:15]1, predict the reactants needed to synthesize it. (5) Given the product [Br:33][C:34]1[N:39]=[C:38]([NH:40][C:17]([C:16]2[CH:15]=[CH:14][C:13]([O:12][C:11]3[CH:10]=[C:9]4[C:4]([CH:5]([C:22]([O:24][CH2:25][CH3:26])=[O:23])[CH2:6][CH2:7][O:8]4)=[CH:3][C:2]=3[Cl:1])=[CH:21][CH:20]=2)=[O:19])[CH:37]=[CH:36][CH:35]=1, predict the reactants needed to synthesize it. The reactants are: [Cl:1][C:2]1[CH:3]=[C:4]2[C:9](=[CH:10][C:11]=1[O:12][C:13]1[CH:21]=[CH:20][C:16]([C:17]([OH:19])=O)=[CH:15][CH:14]=1)[O:8][CH2:7][CH2:6][CH:5]2[C:22]([O:24][CH2:25][CH3:26])=[O:23].C(Cl)(=O)C(Cl)=O.[Br:33][C:34]1[N:39]=[C:38]([NH2:40])[CH:37]=[CH:36][CH:35]=1.